Dataset: CYP1A2 inhibition data for predicting drug metabolism from PubChem BioAssay. Task: Regression/Classification. Given a drug SMILES string, predict its absorption, distribution, metabolism, or excretion properties. Task type varies by dataset: regression for continuous measurements (e.g., permeability, clearance, half-life) or binary classification for categorical outcomes (e.g., BBB penetration, CYP inhibition). Dataset: cyp1a2_veith. The molecule is CS(=O)(=O)N1CCC2(CC1)CN(c1cccc(-c3ccccc3)c1)C2. The result is 1 (inhibitor).